Dataset: Experimentally validated miRNA-target interactions with 360,000+ pairs, plus equal number of negative samples. Task: Binary Classification. Given a miRNA mature sequence and a target amino acid sequence, predict their likelihood of interaction. (1) The miRNA is hsa-miR-6808-3p with sequence GUGUGACCACCGUUCCUGCAG. The protein sequence of the target gene is MVDDKEKNMKCLTFFLMLPETVKNRSKKGSKKANSSGGGGGGGSVGSGSSKLPPVCYEIITLKTKKKKKMAADIFPRKKPANSSSTTVQQQHQHNLCNNNLIPAPNWQGLYPTIRERNAVMFNNDLMADVHFVVGPPGGTQRLPGHKYVLAVGSSVFHAMFYGELAEDKDEIRIPDVEPAAFLAMLKYIYCDEIDLAADTVLATLYAAKKYIVPHLARACVNFLETSLSAKNACVLLSQSCLFEEPDLTQRCWEVIDAQAELALKSEGFCDIDFQTLESILRRETLNAKEIVVFEAALNW.... Result: 0 (no interaction). (2) The miRNA is hsa-miR-1264 with sequence CAAGUCUUAUUUGAGCACCUGUU. The protein sequence of the target gene is MADDLKRFLYKKLPSVEGLHAIVVSDRDGVPVIKVANDNAPEHALRPGFLSTFALATDQGSKLGLSKNKSIICYYNTYQVVQFNRLPLVVSFIASSSANTGLIVSLEKELAPLFEELRQVVEVS. Result: 0 (no interaction). (3) The miRNA is rno-miR-146a-5p with sequence UGAGAACUGAAUUCCAUGGGUU. The protein sequence of the target gene is MFPLVKSALNRLQVRSIQQTMARQSHQKRTPDFHDKYGNAVLASGATFCIVTWTYVATQVGIEWNLSPVGRVTPKEWRNQ. Result: 0 (no interaction). (4) Result: 1 (interaction). The miRNA is hsa-miR-9500 with sequence AAGGGAAGAUGGUGACCAC. The protein sequence of the target gene is MDPGLQQALNGMAPPGDTAMHVPAGSVASHLGTTSRSYFYLTTATLALCLVFTVATIMVLVVQRTDSIPNSPDNVPLKGGNCSEDLLCILKRAPFKKSWAYLQVAKHLNKTKLSWNKDGILHGVRYQDGNLVIQFPGLYFIICQLQFLVQCPNNSVDLKLELLINKHIKKQALVTVCESGMQTKHVYQNLSQFLLDYLQVNTTISVNVDTFQYIDTSTFPLENVLSIFLYSNSD. (5) The miRNA is hsa-miR-29a-3p with sequence UAGCACCAUCUGAAAUCGGUUA. The protein sequence of the target gene is MGFEELLEQVGGFGPFQLRNVALLALPRVLLPLHFLLPIFLAAVPAHRCALPGAPANFSHQDVWLEAHLPREPDGTLSSCLRFAYPQALPNTTLGEERQSRGELEDEPATVPCSQGWEYDHSEFSSTIATESQWDLVCEQKGLNRAASTFFFAGVLVGAVAFGYLSDRFGRRRLLLVAYVSTLVLGLASAASVSYVMFAITRTLTGSALAGFTIIVMPLELEWLDVEHRTVAGVLSSTFWTGGVMLLALVGYLIRDWRWLLLAVTLPCAPGILSLWWVPESARWLLTQGHVKEAHRYLLH.... Result: 1 (interaction). (6) The miRNA is hsa-miR-548ae-5p with sequence AAAAGUAAUUGUGGUUUUUG. The protein sequence of the target gene is MGGAVSAGEDNDDLIDNLKEAQYIRTERVEQAFRAIDRGDYYLEGYRDNAYKDLAWKHGNIHLSAPCIYSEVMEALKLQPGLSFLNLGSGTGYLSTMVGLILGPFGINHGIELHSDVVEYAKEKLESFIKNSDSFDKFEFCEPAFVVGNCLQIASDSHQYDRIYCGAGVQKDHENYMKILLKVGGILVMPIEDQLTQIMRTGQNTWESKNILAVSFAPLVQPSKNDNGKPDSVGLPPCAVRNLQDLARIYIRRTLRNFINDEMQAKGIPQRAPPKRKRKRVKQRINTYVFVGNQLIPQPL.... Result: 1 (interaction). (7) The miRNA is hsa-miR-5693 with sequence GCAGUGGCUCUGAAAUGAACUC. The protein sequence of the target gene is MPDPAKSAPAPKKGSKKAVTKAQKKDGKKRKRSRKESYSVYVYKVLKQVHPDTGISSKAMGIMNSFVNDIFERIAGEASRLAHYNKRSTITSREIQTAVRLLLPGELAKHAVSEGTKAVTKYTSSK. Result: 1 (interaction). (8) The miRNA is mmu-miR-135a-1-3p with sequence UAUAGGGAUUGGAGCCGUGGCG. The protein sequence of the target gene is MSETAPAAPAAPAPVEKTPVKKKAKKTGAAAGKRKASGPPVSELITKAVAASKERSGVSLAALKKALAAAGYDVEKNNSRIKLGLKSLVSKGTLVQTKGTGASGSFKLNKKAASGEAKPKAKKAGAAKAKKPAGAAKKPKKATGAATPKKTAKKTPKKAKKPAAAAGAKKVSKSPKKVKAAKPKKAAKSPAKAKAPKAKASKPKASKPKATKAKKAAPRKK. Result: 0 (no interaction). (9) The miRNA is hsa-miR-548ba with sequence AAAGGUAACUGUGAUUUUUGCU. The protein sequence of the target gene is MSENSTFSTEDSCNSSYKPHASNLRRAGKTCSWASYMTNSPTLIVMIGLPARGKTYVSKKLTRYLNWIGVPTKVFNLGVYRREAVKSYQSYDFFRHDNEEAMKIRKQCALVALEDVKAYFTEESGQIAVFDATNTTRERRDMILNFAKQNAFKVFFVESVCDDPDVIAANILEVKVSSPDYPERNRENVMEDFLKRIECYKVTYQPLDPDNYDKDLSFIKVMNVGQRFLVNRVQDYIQSKIVYYLMNIHVHPRTIYLCRHGESEFNLLGKIGGDSGLSVRGKQFAHALKKFLEEQEIQDL.... Result: 0 (no interaction).